This data is from Full USPTO retrosynthesis dataset with 1.9M reactions from patents (1976-2016). The task is: Predict the reactants needed to synthesize the given product. (1) Given the product [CH3:16][O:14][C:13](=[O:15])[CH2:12][C:3]1[CH:4]=[CH:5][C:6]([C:8]([F:11])([F:10])[F:9])=[CH:7][C:2]=1[Cl:1], predict the reactants needed to synthesize it. The reactants are: [Cl:1][C:2]1[CH:7]=[C:6]([C:8]([F:11])([F:10])[F:9])[CH:5]=[CH:4][C:3]=1[CH2:12][C:13]([OH:15])=[O:14].[CH2:16](N(CC)CC)C.[NH4+].[Cl-]. (2) Given the product [CH3:15][O:14][C:9]1[C:8]2[C:7]([C:16]3[CH:17]=[C:18]([C:21]([NH2:23])=[O:22])[S:19][CH:20]=3)=[N:6][NH:5][C:13]=2[CH:12]=[CH:11][N:10]=1, predict the reactants needed to synthesize it. The reactants are: C([N:5]1[C:13]2[CH:12]=[CH:11][N:10]=[C:9]([O:14][CH3:15])[C:8]=2[C:7]([C:16]2[CH:17]=[C:18]([C:21]([NH2:23])=[O:22])[S:19][CH:20]=2)=[N:6]1)(C)(C)C. (3) Given the product [F:20][C:17]1[CH:16]=[C:15]([C:21]#[N:22])[C:14]([C:12]2[CH:13]=[C:8]([C:4]3[CH:3]=[C:2]([C:30]4[C:29]([F:35])=[CH:28][N:27]=[CH:26][C:25]=4[F:24])[N:7]=[N:6][CH:5]=3)[CH:9]=[CH:10][C:11]=2[F:23])=[CH:19][CH:18]=1, predict the reactants needed to synthesize it. The reactants are: Cl[C:2]1[N:7]=[N:6][CH:5]=[C:4]([C:8]2[CH:9]=[CH:10][C:11]([F:23])=[C:12]([C:14]3[C:15]([C:21]#[N:22])=[CH:16][C:17]([F:20])=[CH:18][CH:19]=3)[CH:13]=2)[CH:3]=1.[F:24][C:25]1[CH:26]=[N:27][CH:28]=[C:29]([F:35])[C:30]=1[Sn](C)(C)C. (4) Given the product [CH3:11][C:12]1[N:8]=[C:7]([NH2:15])[C:6]2[C:5]([CH3:9])=[C:4]([CH3:10])[S:3][C:2]=2[N:1]=1, predict the reactants needed to synthesize it. The reactants are: [NH2:1][C:2]1[S:3][C:4]([CH3:10])=[C:5]([CH3:9])[C:6]=1[C:7]#[N:8].[C:11](O)(=O)[CH3:12].[NH3:15].C(OCC)(OCC)(OCC)C. (5) Given the product [N:10]1([C:11]2[CH:20]=[C:15]([C:16]([O:18][CH3:19])=[O:17])[CH:14]=[C:13]([CH:12]=2)[C:21]([O:23][CH3:24])=[O:22])[CH:3]=[CH:7][CH:6]=[CH:5]1, predict the reactants needed to synthesize it. The reactants are: CO[CH:3]1[CH2:7][CH2:6][CH:5](OC)O1.[NH2:10][C:11]1[CH:12]=[C:13]([C:21]([O:23][CH3:24])=[O:22])[CH:14]=[C:15]([CH:20]=1)[C:16]([O:18][CH3:19])=[O:17].